Predict the reactants needed to synthesize the given product. From a dataset of Full USPTO retrosynthesis dataset with 1.9M reactions from patents (1976-2016). (1) The reactants are: [F:1][C:2]1[CH:10]=[CH:9][CH:8]=[C:7]([F:11])[C:3]=1[C:4](O)=[O:5].P(Cl)(Cl)(Cl)(Cl)Cl.[N-:18]=[N+:19]=[N-:20].[Na+]. Given the product [F:1][C:2]1[CH:10]=[CH:9][CH:8]=[C:7]([F:11])[C:3]=1[C:4]([N:18]=[N+:19]=[N-:20])=[O:5], predict the reactants needed to synthesize it. (2) Given the product [CH:1]([C:3]1[CH:12]=[CH:11][C:10]2[C:5](=[CH:6][CH:7]=[CH:8][CH:9]=2)[N:4]=1)([CH3:13])[CH3:2], predict the reactants needed to synthesize it. The reactants are: [CH2:1]([C:3]1[CH:12]=[CH:11][C:10]2[C:5](=[CH:6][CH:7]=[CH:8][CH:9]=2)[N:4]=1)[CH3:2].[CH3:13]I. (3) Given the product [CH3:43][C:33]1[CH:38]=[CH:37][C:36]([S:39]([OH:42])(=[O:41])=[O:40])=[CH:35][CH:34]=1.[CH3:1][NH:2][C:3]([C:5]1[CH:6]=[C:7]([O:11][C:12]2[CH:17]=[CH:16][C:15]([NH:18][C:19]([NH:21][C:22]3[CH:23]=[CH:24][C:25]([Cl:32])=[C:26]([C:28]([F:31])([F:29])[F:30])[CH:27]=3)=[O:20])=[CH:14][CH:13]=2)[CH:8]=[CH:9][N:10]=1)=[O:4], predict the reactants needed to synthesize it. The reactants are: [CH3:1][NH:2][C:3]([C:5]1[CH:6]=[C:7]([O:11][C:12]2[CH:13]=[CH:14][C:15]([NH:18][C:19]([NH:21][C:22]3[CH:23]=[CH:24][C:25]([Cl:32])=[C:26]([C:28]([F:31])([F:30])[F:29])[CH:27]=3)=[O:20])=[CH:16][CH:17]=2)[CH:8]=[CH:9][N:10]=1)=[O:4].[C:33]1([CH3:43])[CH:38]=[CH:37][C:36]([S:39]([OH:42])(=[O:41])=[O:40])=[CH:35][CH:34]=1.CN(C)C=O. (4) Given the product [Cl:24][C:21]1[CH:22]=[CH:23][C:18]2[N:17]([S:25]([C:28]3[CH:29]=[CH:30][C:31]([O:34][CH3:35])=[CH:32][CH:33]=3)(=[O:27])=[O:26])[C:16](=[O:36])[N:15]([CH:8]([C:9]3[CH:14]=[CH:13][CH:12]=[CH:11][CH:10]=3)[C:7](=[O:37])[N:4]3[CH2:5][CH2:6][CH:2]([NH:1][CH:48]4[CH2:49][CH2:50][NH:45][CH2:46][CH2:47]4)[CH2:3]3)[C:19]=2[CH:20]=1, predict the reactants needed to synthesize it. The reactants are: [NH2:1][CH:2]1[CH2:6][CH2:5][N:4]([C:7](=[O:37])[CH:8]([N:15]2[C:19]3[CH:20]=[C:21]([Cl:24])[CH:22]=[CH:23][C:18]=3[N:17]([S:25]([C:28]3[CH:33]=[CH:32][C:31]([O:34][CH3:35])=[CH:30][CH:29]=3)(=[O:27])=[O:26])[C:16]2=[O:36])[C:9]2[CH:14]=[CH:13][CH:12]=[CH:11][CH:10]=2)[CH2:3]1.C(OC([N:45]1[CH2:50][CH2:49][C:48](=O)[CH2:47][CH2:46]1)=O)(C)(C)C.C(O[BH-](OC(=O)C)OC(=O)C)(=O)C. (5) The reactants are: [F:1][C:2]1[CH:3]=[C:4]([CH:7]=[CH:8][CH:9]=1)[CH2:5]Br.[Br:10][C:11]1[CH:19]=[CH:18][C:14]([C:15](Cl)=[O:16])=[CH:13][C:12]=1[CH3:20]. Given the product [Br:10][C:11]1[CH:19]=[CH:18][C:14]([C:15](=[O:16])[CH2:5][C:4]2[CH:7]=[CH:8][CH:9]=[C:2]([F:1])[CH:3]=2)=[CH:13][C:12]=1[CH3:20], predict the reactants needed to synthesize it. (6) Given the product [CH3:7][O:8][C:9](=[O:22])[C:10]1[CH:15]=[CH:14][C:13]([CH2:16][CH2:17][C:18]([N:43]2[CH2:42][CH2:41][CH:40]([CH2:39][N:38]([C:37]([O:36][C:32]([CH3:35])([CH3:34])[CH3:33])=[O:49])[CH:46]3[CH2:48][CH2:47]3)[CH2:45][CH2:44]2)=[O:20])=[C:12]([CH3:21])[CH:11]=1, predict the reactants needed to synthesize it. The reactants are: C(Cl)(=O)C(Cl)=O.[CH3:7][O:8][C:9](=[O:22])[C:10]1[CH:15]=[CH:14][C:13]([CH2:16][CH2:17][C:18]([OH:20])=O)=[C:12]([CH3:21])[CH:11]=1.CCN(C(C)C)C(C)C.[C:32]([O:36][C:37](=[O:49])[N:38]([CH:46]1[CH2:48][CH2:47]1)[CH2:39][CH:40]1[CH2:45][CH2:44][NH:43][CH2:42][CH2:41]1)([CH3:35])([CH3:34])[CH3:33]. (7) The reactants are: [Cl:1][C:2]1[CH:3]=[C:4]([CH:8]=[CH:9][C:10]=1[O:11][CH:12]([CH3:14])[CH3:13])[C:5]([OH:7])=O.C1C=CC2N(O)N=NC=2C=1.[F:25][C:26]1[CH:27]=[C:28]2[C:32](=[CH:33][C:34]=1/[C:35](/[NH:38]O)=[N:36]/[H])[NH:31][CH:30]=[C:29]2[CH2:40][CH2:41][C:42]([O:44][CH2:45][CH3:46])=[O:43].CCCC[N+](CCCC)(CCCC)CCCC.[F-]. Given the product [Cl:1][C:2]1[CH:3]=[C:4]([C:5]2[O:7][N:36]=[C:35]([C:34]3[CH:33]=[C:32]4[C:28]([C:29]([CH2:40][CH2:41][C:42]([O:44][CH2:45][CH3:46])=[O:43])=[CH:30][NH:31]4)=[CH:27][C:26]=3[F:25])[N:38]=2)[CH:8]=[CH:9][C:10]=1[O:11][CH:12]([CH3:14])[CH3:13], predict the reactants needed to synthesize it. (8) Given the product [CH:1]1([NH:7][C:8]([C:10]2[C:11]([S:16][CH2:24][CH2:23][C:19]3[CH:18]=[N:17][CH:22]=[CH:21][CH:20]=3)=[N:12][CH:13]=[CH:14][CH:15]=2)=[O:9])[CH2:2][CH2:3][CH2:4][CH2:5][CH2:6]1, predict the reactants needed to synthesize it. The reactants are: [CH:1]1([NH:7][C:8]([C:10]2[C:11]([SH:16])=[N:12][CH:13]=[CH:14][CH:15]=2)=[O:9])[CH2:6][CH2:5][CH2:4][CH2:3][CH2:2]1.[N:17]1[CH:22]=[CH:21][CH:20]=[C:19]([CH2:23][CH2:24]O)[CH:18]=1.C1(P(C2C=CC=CC=2)C2C=CC=CC=2)C=CC=CC=1.CC(OC(/N=N/C(OC(C)C)=O)=O)C. (9) Given the product [CH2:41]([O:43][C:44](=[O:53])[CH2:45][C:46]1[CH:47]=[N:48][C:49]([C:9]2[CH:10]=[CH:11][C:6]([C:3]([CH2:4][CH3:5])([C:22]3[CH:27]=[CH:26][C:25]([CH2:28][CH2:29][C:30]([OH:35])([C:36]([F:37])([F:39])[F:38])[C:31]([F:34])([F:33])[F:32])=[C:24]([CH3:40])[CH:23]=3)[CH2:1][CH3:2])=[CH:7][C:8]=2[CH3:21])=[CH:50][CH:51]=1)[CH3:42], predict the reactants needed to synthesize it. The reactants are: [CH2:1]([C:3]([C:22]1[CH:27]=[CH:26][C:25]([CH2:28][CH2:29][C:30]([C:36]([F:39])([F:38])[F:37])([OH:35])[C:31]([F:34])([F:33])[F:32])=[C:24]([CH3:40])[CH:23]=1)([C:6]1[CH:11]=[CH:10][C:9](B2OC(C)(C)C(C)(C)O2)=[C:8]([CH3:21])[CH:7]=1)[CH2:4][CH3:5])[CH3:2].[CH2:41]([O:43][C:44](=[O:53])[CH2:45][C:46]1[CH:47]=[N:48][C:49](Cl)=[CH:50][CH:51]=1)[CH3:42].P([O-])([O-])([O-])=O.[K+].[K+].[K+].